Task: Predict the reaction yield, written as a fraction of the theoretical maximum amount of product (1.0 means a 100% yield; for example, 0.34 means a 34% yield).. Dataset: Reaction yield outcomes from USPTO patents with 853,638 reactions (1) The reactants are [CH3:1][NH:2][S:3]([C:6]1[CH:7]=[C:8]([CH:12]=[CH:13][CH:14]=1)[C:9]([OH:11])=[O:10])(=[O:5])=[O:4].S(=O)(=O)(O)O.[CH3:20]O. No catalyst specified. The product is [CH3:1][NH:2][S:3]([C:6]1[CH:7]=[C:8]([CH:12]=[CH:13][CH:14]=1)[C:9]([O:11][CH3:20])=[O:10])(=[O:4])=[O:5]. The yield is 0.535. (2) The reactants are C[N:2](C)[CH:3]=[CH:4][C:5]([C:7]1[C:12](=[O:13])[CH:11]=[CH:10][N:9]([C:14]2[CH:19]=[CH:18][CH:17]=[C:16]([C:20]([F:23])([F:22])[F:21])[CH:15]=2)[N:8]=1)=O.Cl.Cl.[CH2:27]([NH:34]N)[C:28]1[CH:33]=[CH:32][CH:31]=[CH:30][CH:29]=1.CCN(CC)CC.Cl. The catalyst is CO. The product is [CH2:27]([N:34]1[C:5]([C:7]2[C:12](=[O:13])[CH:11]=[CH:10][N:9]([C:14]3[CH:19]=[CH:18][CH:17]=[C:16]([C:20]([F:23])([F:22])[F:21])[CH:15]=3)[N:8]=2)=[CH:4][CH:3]=[N:2]1)[C:28]1[CH:33]=[CH:32][CH:31]=[CH:30][CH:29]=1. The yield is 0.470.